Dataset: Forward reaction prediction with 1.9M reactions from USPTO patents (1976-2016). Task: Predict the product of the given reaction. Given the reactants [Br:1][C:2]1[N:3]([C:12]([CH3:15])([CH3:14])[CH3:13])[CH:4]=[C:5]([C:7]([O:9][CH2:10][CH3:11])=[O:8])[N:6]=1.[Cl:16][C:17]1[CH:24]=[CH:23][C:20]([CH:21]=[O:22])=[CH:19][CH:18]=1, predict the reaction product. The product is: [Br:1][C:2]1[N:3]([C:12]([CH3:14])([CH3:13])[CH3:15])[C:4]([CH:21]([C:20]2[CH:23]=[CH:24][C:17]([Cl:16])=[CH:18][CH:19]=2)[OH:22])=[C:5]([C:7]([O:9][CH2:10][CH3:11])=[O:8])[N:6]=1.